This data is from TCR-epitope binding with 47,182 pairs between 192 epitopes and 23,139 TCRs. The task is: Binary Classification. Given a T-cell receptor sequence (or CDR3 region) and an epitope sequence, predict whether binding occurs between them. (1) The epitope is KAYNVTQAF. The TCR CDR3 sequence is CASKGVSVPGELFF. Result: 1 (the TCR binds to the epitope). (2) The epitope is FLRGRAYGL. The TCR CDR3 sequence is CASSGPGRTTNEKLFF. Result: 0 (the TCR does not bind to the epitope).